The task is: Predict the product of the given reaction.. This data is from Forward reaction prediction with 1.9M reactions from USPTO patents (1976-2016). (1) Given the reactants [CH3:1][N:2]([CH3:17])[CH2:3][CH2:4][N:5]1[CH:13]=[C:12]2[C:7]([CH:8]=[CH:9][C:10]([N+:14]([O-])=O)=[CH:11]2)=[N:6]1.[Cl-].[NH4+], predict the reaction product. The product is: [CH3:1][N:2]([CH3:17])[CH2:3][CH2:4][N:5]1[CH:13]=[C:12]2[C:7]([CH:8]=[CH:9][C:10]([NH2:14])=[CH:11]2)=[N:6]1. (2) Given the reactants C(O)(=O)C.[CH:5](N)=[NH:6].CC[O-].[Na+].[O:12]=[C:13]1[N:18]([C:19]2[CH:24]=[CH:23][CH:22]=[CH:21][CH:20]=2)[N:17]=[C:16]([C:25]([NH:27][NH2:28])=[O:26])[C:15]([S:29][C:30]2[CH:35]=[CH:34][CH:33]=[CH:32][CH:31]=2)=[CH:14]1, predict the reaction product. The product is: [N:17]#[N:18].[NH:6]=[CH:5][C:14]1[C:13](=[O:12])[N:18]([C:19]2[CH:20]=[CH:21][CH:22]=[CH:23][CH:24]=2)[N:17]=[C:16]([C:25]([NH:27][NH2:28])=[O:26])[C:15]=1[S:29][C:30]1[CH:35]=[CH:34][CH:33]=[CH:32][CH:31]=1. (3) Given the reactants [O:1]1[CH2:6][CH2:5][CH:4]([CH2:7][N:8]2[C:15]3[CH:14]4[CH2:16][CH:13]4[CH2:12][C:11]=3[C:10]([C:17](O)=[O:18])=[N:9]2)[CH2:3][CH2:2]1.[F:20][C:21]1[CH:22]=[CH:23][C:24]([NH2:27])=[N:25][CH:26]=1, predict the reaction product. The product is: [F:20][C:21]1[CH:22]=[CH:23][C:24]([NH:27][C:17]([C:10]2[C:11]3[CH2:12][C@H:13]4[CH2:16][C@H:14]4[C:15]=3[N:8]([CH2:7][CH:4]3[CH2:3][CH2:2][O:1][CH2:6][CH2:5]3)[N:9]=2)=[O:18])=[N:25][CH:26]=1. (4) Given the reactants [NH2:1][C:2]1[CH:3]=[C:4]([CH:18]=[CH:19][C:20]=1[NH2:21])[C:5]([NH:7][C:8]1[CH:17]=[CH:16][C:15]2[C:10](=[CH:11][CH:12]=[CH:13][CH:14]=2)[N:9]=1)=[O:6].[CH3:22][O:23][C:24](=[O:37])[CH2:25][CH2:26][C:27]1[CH:32]=[C:31](C)[C:30]([CH:34]=O)=[C:29](C)[CH:28]=1.OOS([O-])=O.[K+], predict the reaction product. The product is: [CH3:22][O:23][C:24](=[O:37])[CH2:25][CH2:26][C:27]1[CH:28]=[CH:29][C:30]([C:34]2[NH:1][C:2]3[CH:3]=[C:4]([C:5](=[O:6])[NH:7][C:8]4[CH:17]=[CH:16][C:15]5[C:10](=[CH:11][CH:12]=[CH:13][CH:14]=5)[N:9]=4)[CH:18]=[CH:19][C:20]=3[N:21]=2)=[CH:31][CH:32]=1. (5) Given the reactants [I:1][C:2]1[CH:3]=[C:4]([CH:15]=[CH:16][CH:17]=1)[C:5](=[NH:14])[NH:6][C:7]1[CH:12]=[CH:11][CH:10]=[CH:9][C:8]=1[CH3:13].Cl[CH2:19][CH:20]=O.C(=O)(O)[O-].[Na+], predict the reaction product. The product is: [I:1][C:2]1[CH:3]=[C:4]([C:5]2[N:6]([C:7]3[CH:12]=[CH:11][CH:10]=[CH:9][C:8]=3[CH3:13])[CH:19]=[CH:20][N:14]=2)[CH:15]=[CH:16][CH:17]=1.